Dataset: Catalyst prediction with 721,799 reactions and 888 catalyst types from USPTO. Task: Predict which catalyst facilitates the given reaction. (1) Reactant: [O:1]1[CH2:6][CH2:5][N:4]([C:7]2[C:8]([NH2:19])=[N:9][CH:10]=[C:11]([N:13]3[CH2:18][CH2:17][O:16][CH2:15][CH2:14]3)[CH:12]=2)[CH2:3][CH2:2]1.C(O/[C:24](=[C:29](/[O:34]C(=O)C)\[C:30](OC)=[O:31])/[C:25]([O:27][CH3:28])=[O:26])(=O)C.C(O)(=O)C. Product: [OH:34][C:29]1[C:30](=[O:31])[N:9]2[CH:10]=[C:11]([N:13]3[CH2:14][CH2:15][O:16][CH2:17][CH2:18]3)[CH:12]=[C:7]([N:4]3[CH2:5][CH2:6][O:1][CH2:2][CH2:3]3)[C:8]2=[N:19][C:24]=1[C:25]([O:27][CH3:28])=[O:26]. The catalyst class is: 5. (2) Reactant: [Br:1][C:2]1[CH:7]=[C:6]([CH3:8])[CH:5]=[CH:4][C:3]=1[CH3:9].[N+:10]([O-])([OH:12])=[O:11].S(=O)(=O)(O)O. Product: [Br:1][C:2]1[CH:7]=[C:6]([CH3:8])[C:5]([N+:10]([O-:12])=[O:11])=[CH:4][C:3]=1[CH3:9]. The catalyst class is: 15. (3) Reactant: [Cl:1][C:2]1[CH:24]=[C:23]([Cl:25])[CH:22]=[CH:21][C:3]=1[CH2:4][O:5][C:6]1[CH:11]=[C:10]([O:12][CH2:13][CH2:14][O:15][CH3:16])[CH:9]=[CH:8][C:7]=1[CH2:17][CH2:18][CH2:19][OH:20].[CH2:26]([N:28]1[C:32]([CH2:33][CH2:34][C:35]([O:37]CC)=[O:36])=[CH:31][C:30](O)=[N:29]1)[CH3:27].C(P(CCCC)CCCC)CCC.N(C(N1CCCCC1)=O)=NC(N1CCCCC1)=O.O1CCCC1CO.[OH-].[Na+].Cl. Product: [Cl:1][C:2]1[CH:24]=[C:23]([Cl:25])[CH:22]=[CH:21][C:3]=1[CH2:4][O:5][C:6]1[CH:11]=[C:10]([O:12][CH2:13][CH2:14][O:15][CH3:16])[CH:9]=[CH:8][C:7]=1[CH2:17][CH2:18][CH2:19][O:20][C:30]1[CH:31]=[C:32]([CH2:33][CH2:34][C:35]([OH:37])=[O:36])[N:28]([CH2:26][CH3:27])[N:29]=1. The catalyst class is: 7. (4) Reactant: Cl[C:2]1[C:11]([C:12]([OH:14])=[O:13])=[CH:10][C:9]2[C:4](=[CH:5][CH:6]=[C:7]([Cl:15])[CH:8]=2)[N:3]=1.[NH2:16][C@@H:17]([CH2:21][C:22]1[CH:27]=[CH:26][C:25]([O:28][C:29]2[C:34]([Cl:35])=[CH:33][C:32]([Cl:36])=[CH:31][N:30]=2)=[CH:24][CH:23]=1)[C:18]([OH:20])=[O:19]. Product: [C:18]([C@@H:17]([NH:16][C:2]1[C:11]([C:12]([OH:14])=[O:13])=[CH:10][C:9]2[C:4](=[CH:5][CH:6]=[C:7]([Cl:15])[CH:8]=2)[N:3]=1)[CH2:21][C:22]1[CH:23]=[CH:24][C:25]([O:28][C:29]2[C:34]([Cl:35])=[CH:33][C:32]([Cl:36])=[CH:31][N:30]=2)=[CH:26][CH:27]=1)([OH:20])=[O:19]. The catalyst class is: 16. (5) Reactant: Br[CH2:2][C:3]1[CH:8]=[CH:7][C:6]([C:9]([O:18][CH3:19])([C:14]([F:17])([F:16])[F:15])[C:10]([F:13])([F:12])[F:11])=[CH:5][CH:4]=1.[N-:20]=[N+:21]=[N-:22].[Na+]. Product: [N:20]([CH2:2][C:3]1[CH:8]=[CH:7][C:6]([C:9]([O:18][CH3:19])([C:14]([F:17])([F:16])[F:15])[C:10]([F:13])([F:12])[F:11])=[CH:5][CH:4]=1)=[N+:21]=[N-:22]. The catalyst class is: 35. (6) Reactant: [OH:1][C:2]1[CH:7]=[CH:6][C:5]([C:8]2[C:12]([C:13]([OH:15])=[O:14])=[CH:11][O:10][N:9]=2)=[CH:4][CH:3]=1.[C:16](OC(=O)C)(=[O:18])[CH3:17].C(N(CC)CC)C. Product: [C:16]([O:1][C:2]1[CH:3]=[CH:4][C:5]([C:8]2[C:12]([C:13]([OH:15])=[O:14])=[CH:11][O:10][N:9]=2)=[CH:6][CH:7]=1)(=[O:18])[CH3:17]. The catalyst class is: 4.